From a dataset of Forward reaction prediction with 1.9M reactions from USPTO patents (1976-2016). Predict the product of the given reaction. The product is: [OH:2][C:3]1[CH:4]=[CH:5][C:6]([CH2:9][CH2:10][CH2:11][C:12]([OH:14])=[O:13])=[CH:7][CH:8]=1. Given the reactants C[O:2][C:3]1[CH:8]=[CH:7][C:6]([CH2:9][CH2:10][CH2:11][C:12]([OH:14])=[O:13])=[CH:5][CH:4]=1.O, predict the reaction product.